This data is from Reaction yield outcomes from USPTO patents with 853,638 reactions. The task is: Predict the reaction yield, written as a fraction of the theoretical maximum amount of product (1.0 means a 100% yield; for example, 0.34 means a 34% yield). (1) The reactants are [N:1]1([C:7]2[N:12]=[C:11]([N:13]3[CH:18]4[CH2:19][CH2:20][CH:14]3[CH2:15][O:16][CH2:17]4)[N:10]=[C:9]([C:21]3[CH:27]=[CH:26][C:24]([NH2:25])=[CH:23][CH:22]=3)[N:8]=2)[CH2:6][CH2:5][O:4][CH2:3][CH2:2]1.ClC(Cl)(O[C:32](=[O:38])OC(Cl)(Cl)Cl)Cl.[NH2:40][C:41]1[CH:48]=[CH:47][C:44]([CH2:45][OH:46])=[CH:43][CH:42]=1. The product is [OH:46][CH2:45][C:44]1[CH:47]=[CH:48][C:41]([NH:40][C:32]([NH:25][C:24]2[CH:26]=[CH:27][C:21]([C:9]3[N:8]=[C:7]([N:1]4[CH2:2][CH2:3][O:4][CH2:5][CH2:6]4)[N:12]=[C:11]([N:13]4[CH:14]5[CH2:20][CH2:19][CH:18]4[CH2:17][O:16][CH2:15]5)[N:10]=3)=[CH:22][CH:23]=2)=[O:38])=[CH:42][CH:43]=1. The yield is 0.310. No catalyst specified. (2) The reactants are F[C:2]1[CH:9]=[CH:8][C:7]([N+:10]([O-:12])=[O:11])=[CH:6][C:3]=1[CH2:4][OH:5].[NH:13]1[CH2:18][CH2:17][O:16][CH2:15][CH2:14]1. The catalyst is C1COCC1. The product is [N:13]1([C:2]2[CH:9]=[CH:8][C:7]([N+:10]([O-:12])=[O:11])=[CH:6][C:3]=2[CH2:4][OH:5])[CH2:18][CH2:17][O:16][CH2:15][CH2:14]1. The yield is 0.990. (3) The catalyst is C1C=CC(P(C2C=CC=CC=2)[C-]2C=CC=C2)=CC=1.C1C=CC(P(C2C=CC=CC=2)[C-]2C=CC=C2)=CC=1.Cl[Pd]Cl.[Fe+2].O. The yield is 0.500. The product is [CH3:24][N:25]1[C:26](=[O:57])[C:27]([NH:40][C:41]2[CH:46]=[CH:45][C:44]([N:47]3[CH2:52][CH2:51][N:50]([CH:53]4[CH2:56][O:55][CH2:54]4)[CH2:49][CH2:48]3)=[CH:43][N:42]=2)=[CH:28][C:29]([C:2]2[C:7]([CH:8]=[O:9])=[C:6]([N:10]3[CH2:22][CH2:21][C:20]4[N:19]5[C:14]([CH2:15][CH2:16][CH2:17][CH2:18]5)=[CH:13][C:12]=4[C:11]3=[O:23])[N:5]=[CH:4][CH:3]=2)=[CH:30]1. The reactants are Cl[C:2]1[C:7]([CH:8]=[O:9])=[C:6]([N:10]2[CH2:22][CH2:21][C:20]3[N:19]4[C:14]([CH2:15][CH2:16][CH2:17][CH2:18]4)=[CH:13][C:12]=3[C:11]2=[O:23])[N:5]=[CH:4][CH:3]=1.[CH3:24][N:25]1[CH:30]=[C:29](B2OC(C)(C)C(C)(C)O2)[CH:28]=[C:27]([NH:40][C:41]2[CH:46]=[CH:45][C:44]([N:47]3[CH2:52][CH2:51][N:50]([CH:53]4[CH2:56][O:55][CH2:54]4)[CH2:49][CH2:48]3)=[CH:43][N:42]=2)[C:26]1=[O:57].CC([O-])=O.[Na+].C(#N)C. (4) The reactants are [NH:1]1[CH:5]=[C:4]([C:6]([OH:8])=[O:7])[N:3]=[CH:2]1.[C:9]1([C:15](Cl)([C:22]2[CH:27]=[CH:26][CH:25]=[CH:24][CH:23]=2)[C:16]2[CH:21]=[CH:20][CH:19]=[CH:18][CH:17]=2)[CH:14]=[CH:13][CH:12]=[CH:11][CH:10]=1. The catalyst is N1C=CC=CC=1.CN(C=O)C. The product is [C:15]([N:1]1[CH:5]=[C:4]([C:6]([OH:8])=[O:7])[N:3]=[CH:2]1)([C:9]1[CH:14]=[CH:13][CH:12]=[CH:11][CH:10]=1)([C:22]1[CH:23]=[CH:24][CH:25]=[CH:26][CH:27]=1)[C:16]1[CH:17]=[CH:18][CH:19]=[CH:20][CH:21]=1. The yield is 0.790. (5) The catalyst is O1CCOCC1. The reactants are [C:1]1([S:7]([N:10]2[CH2:14][CH2:13][S:12][CH:11]2[CH2:15][C:16]([O:18]CC)=[O:17])(=[O:9])=[O:8])[CH:6]=[CH:5][CH:4]=[CH:3][CH:2]=1.Cl. The product is [C:1]1([S:7]([N:10]2[CH2:14][CH2:13][S:12][CH:11]2[CH2:15][C:16]([OH:18])=[O:17])(=[O:8])=[O:9])[CH:2]=[CH:3][CH:4]=[CH:5][CH:6]=1. The yield is 0.950. (6) The reactants are CCN(C(C)C)C(C)C.[CH3:10][O:11][C:12]1[CH:13]=[CH:14][CH:15]=[C:16]2[C:21]=1[O:20][C:19](=[O:22])[C:18]([C:23]([OH:25])=O)=[CH:17]2.CN(C(ON1N=NC2C=CC=NC1=2)=[N+](C)C)C.F[P-](F)(F)(F)(F)F.[N:50]1[C:59]2[C:54](=[CH:55][CH:56]=[CH:57][CH:58]=2)[CH:53]=[C:52]([C:60]2[CH:61]=[C:62]([NH2:66])[CH:63]=[CH:64][CH:65]=2)[CH:51]=1. The catalyst is CN(C=O)C. The product is [N:50]1[C:59]2[C:54](=[CH:55][CH:56]=[CH:57][CH:58]=2)[CH:53]=[C:52]([C:60]2[CH:61]=[C:62]([NH:66][C:23]([C:18]3[C:19](=[O:22])[O:20][C:21]4[C:16]([CH:17]=3)=[CH:15][CH:14]=[CH:13][C:12]=4[O:11][CH3:10])=[O:25])[CH:63]=[CH:64][CH:65]=2)[CH:51]=1. The yield is 0.590.